Dataset: Reaction yield outcomes from USPTO patents with 853,638 reactions. Task: Predict the reaction yield, written as a fraction of the theoretical maximum amount of product (1.0 means a 100% yield; for example, 0.34 means a 34% yield). The reactants are C([O:8][C:9]1[CH:10]=[CH:11][C:12]2[S:23][C:16]3[C:17](=[O:22])[NH:18][CH2:19][CH2:20][S:21][C:15]=3[C:13]=2[CH:14]=1)C1C=CC=CC=1.B(Br)(Br)Br. The catalyst is C(Cl)Cl. The product is [OH:8][C:9]1[CH:10]=[CH:11][C:12]2[S:23][C:16]3[C:17](=[O:22])[NH:18][CH2:19][CH2:20][S:21][C:15]=3[C:13]=2[CH:14]=1. The yield is 0.930.